The task is: Predict which catalyst facilitates the given reaction.. This data is from Catalyst prediction with 721,799 reactions and 888 catalyst types from USPTO. (1) Reactant: [N:1]1[CH:6]=[CH:5][C:4]([C:7]2[N:11]=[C:10]([CH2:12][NH:13]C(=O)OC(C)(C)C)[O:9][N:8]=2)=[CH:3][CH:2]=1. Product: [N:1]1[CH:2]=[CH:3][C:4]([C:7]2[N:11]=[C:10]([CH2:12][NH2:13])[O:9][N:8]=2)=[CH:5][CH:6]=1. The catalyst class is: 137. (2) Reactant: [C:1]([OH:10])(=O)[C:2]1[C:3](=[CH:5][CH:6]=[CH:7][CH:8]=1)[OH:4].[C:11](=O)([O-])[O-].[K+].[K+].S([O:22][CH3:23])(OC)(=O)=O. Product: [CH3:11][O:4][C:3]1[CH:5]=[CH:6][CH:7]=[CH:8][C:2]=1[C:1]([O:22][CH3:23])=[O:10]. The catalyst class is: 21.